From a dataset of Full USPTO retrosynthesis dataset with 1.9M reactions from patents (1976-2016). Predict the reactants needed to synthesize the given product. (1) Given the product [NH2:5][CH2:6][CH2:7][CH2:8][C:9]1[CH:10]=[C:11]([C:15]#[C:16][C:17]([CH:21]([CH3:23])[CH3:22])([OH:24])[CH:18]([CH3:20])[CH3:19])[CH:12]=[CH:13][CH:14]=1, predict the reactants needed to synthesize it. The reactants are: FC(F)(F)C([NH:5][CH2:6][CH2:7][CH2:8][C:9]1[CH:14]=[CH:13][CH:12]=[C:11]([C:15]#[C:16][C:17]([OH:24])([CH:21]([CH3:23])[CH3:22])[CH:18]([CH3:20])[CH3:19])[CH:10]=1)=O.C(Cl)Cl.N. (2) Given the product [CH2:29]([C:7]1[N:8]([CH2:11][C:12]2[CH:17]=[CH:16][C:15]([C:18]3[CH:23]=[CH:22][CH:21]=[C:20]([C:24]4[NH:28][N:27]=[N:26][N:25]=4)[CH:19]=3)=[CH:14][CH:13]=2)[C:9](=[O:10])[N:5]([CH:1]([CH2:2][CH3:3])[CH3:33])[N:6]=1)[CH:30]([CH3:31])[CH3:32], predict the reactants needed to synthesize it. The reactants are: [CH2:1]([N:5]1[C:9](=[O:10])[N:8]([CH2:11][C:12]2[CH:17]=[CH:16][C:15]([C:18]3[CH:23]=[CH:22][CH:21]=[C:20]([C:24]4[NH:28][N:27]=[N:26][N:25]=4)[CH:19]=3)=[CH:14][CH:13]=2)[C:7]([CH2:29][CH:30]([CH3:32])[CH3:31])=[N:6]1)[CH:2](C)[CH3:3].[CH2:33](C1N(CC2C=CC(C3C=CC=C(C4NN=NN=4)C=3)=CC=2)C(=O)N(C(C)(C)C)N=1)C(C)C. (3) Given the product [Cl:1][C:2]1[CH:3]=[CH:4][C:5]([NH:8][C:9](=[O:15])[O:10][C:11]([CH3:12])([CH3:14])[CH3:13])=[C:6]([CH:31]([OH:32])[C:21]2[C:30]3[C:25](=[CH:26][CH:27]=[CH:28][CH:29]=3)[CH:24]=[CH:23][CH:22]=2)[CH:7]=1, predict the reactants needed to synthesize it. The reactants are: [Cl:1][C:2]1[CH:7]=[CH:6][C:5]([NH:8][C:9](=[O:15])[O:10][C:11]([CH3:14])([CH3:13])[CH3:12])=[CH:4][CH:3]=1.C([Li])(CC)C.[C:21]1([CH:31]=[O:32])[C:30]2[C:25](=[CH:26][CH:27]=[CH:28][CH:29]=2)[CH:24]=[CH:23][CH:22]=1.[Cl-].[NH4+]. (4) Given the product [N:20]1[CH:21]=[CH:22][CH:23]=[C:18]([CH:15]2[CH2:16][CH2:17][N:13]([C:11]([C:9]3[CH:10]=[C:5]([C:2]#[N:3])[C:6]([C:24]4[CH:25]=[C:26]([C:34]([F:35])([F:36])[F:37])[CH:27]=[C:28]([C:30]([F:33])([F:31])[F:32])[CH:29]=4)=[CH:7][CH:8]=3)=[O:12])[CH2:14]2)[CH:19]=1, predict the reactants needed to synthesize it. The reactants are: [Cu][C:2]#[N:3].I[C:5]1[CH:10]=[C:9]([C:11]([N:13]2[CH2:17][CH2:16][CH:15]([C:18]3[CH:19]=[N:20][CH:21]=[CH:22][CH:23]=3)[CH2:14]2)=[O:12])[CH:8]=[CH:7][C:6]=1[C:24]1[CH:29]=[C:28]([C:30]([F:33])([F:32])[F:31])[CH:27]=[C:26]([C:34]([F:37])([F:36])[F:35])[CH:25]=1. (5) The reactants are: [OH:1][C:2]1[CH:10]=[CH:9][C:8]([C:11]2[N:12]([C:27]([O:29][C:30]([CH3:33])([CH3:32])[CH3:31])=[O:28])[C:13]3[C:18]([CH:19]=2)=[CH:17][C:16]([CH2:20][N:21]2[CH2:26][CH2:25][CH2:24][CH2:23][CH2:22]2)=[CH:15][CH:14]=3)=[C:7]2[C:3]=1[CH2:4][NH:5][C:6]2=[O:34].C(N(CC)CC)C.[C:42]([C:46]1[CH:51]=[CH:50][C:49]([S:52](Cl)(=[O:54])=[O:53])=[CH:48][CH:47]=1)([CH3:45])([CH3:44])[CH3:43]. Given the product [C:42]([C:46]1[CH:51]=[CH:50][C:49]([S:52]([O:1][C:2]2[CH:10]=[CH:9][C:8]([C:11]3[N:12]([C:27]([O:29][C:30]([CH3:31])([CH3:33])[CH3:32])=[O:28])[C:13]4[C:18]([CH:19]=3)=[CH:17][C:16]([CH2:20][N:21]3[CH2:26][CH2:25][CH2:24][CH2:23][CH2:22]3)=[CH:15][CH:14]=4)=[C:7]3[C:3]=2[CH2:4][NH:5][C:6]3=[O:34])(=[O:54])=[O:53])=[CH:48][CH:47]=1)([CH3:45])([CH3:43])[CH3:44], predict the reactants needed to synthesize it. (6) Given the product [C:8]([O:14][C:15]1[CH:20]=[CH:19][C:18]([C:21]2[CH:22]=[CH:23][C:24]([O:27][C:28]3[C:29](=[O:47])[N:30]([C:40]4[CH:41]=[CH:42][C:43]([CH3:46])=[CH:44][CH:45]=4)[N:31]=[CH:32][C:33]=3[N:34]3[CH2:39][CH2:38][N:37]([CH2:2][CH3:3])[CH2:36][CH2:35]3)=[CH:25][CH:26]=2)=[CH:17][CH:16]=1)(=[O:13])[C:9]([CH3:12])([CH3:11])[CH3:10], predict the reactants needed to synthesize it. The reactants are: F[C:2](F)(F)[C:3](O)=O.[C:8]([O:14][C:15]1[CH:20]=[CH:19][C:18]([C:21]2[CH:26]=[CH:25][C:24]([O:27][C:28]3[C:29](=[O:47])[N:30]([C:40]4[CH:45]=[CH:44][C:43]([CH3:46])=[CH:42][CH:41]=4)[N:31]=[CH:32][C:33]=3[N:34]3[CH2:39][CH2:38][NH:37][CH2:36][CH2:35]3)=[CH:23][CH:22]=2)=[CH:17][CH:16]=1)(=[O:13])[C:9]([CH3:12])([CH3:11])[CH3:10].CC(C)=O.C(I)C.C(N(CC)CC)C. (7) Given the product [Br:39][CH2:15][C:12]1[CH:13]=[CH:14][C:9]([C@H:6]2[CH2:7][CH2:8][C@H:3]([C:2]([F:18])([F:17])[F:1])[CH2:4][CH2:5]2)=[CH:10][CH:11]=1, predict the reactants needed to synthesize it. The reactants are: [F:1][C:2]([F:18])([F:17])[C@H:3]1[CH2:8][CH2:7][C@H:6]([C:9]2[CH:14]=[CH:13][C:12]([CH2:15]O)=[CH:11][CH:10]=2)[CH2:5][CH2:4]1.C1(P(C2C=CC=CC=2)C2C=CC=CC=2)C=CC=CC=1.C(Br)(Br)(Br)[Br:39].O.